From a dataset of Forward reaction prediction with 1.9M reactions from USPTO patents (1976-2016). Predict the product of the given reaction. (1) The product is: [NH2:1][C:2]1[CH:9]=[CH:8][C:7]([C:22]2[CH:21]=[CH:20][N:19]=[C:52]([Cl:53])[N:23]=2)=[CH:6][C:3]=1[C:4]#[N:5]. Given the reactants [NH2:1][C:2]1[CH:9]=[CH:8][C:7](B2OC(C)(C)C(C)(C)O2)=[CH:6][C:3]=1[C:4]#[N:5].[NH2:19][C:20]1C=CC(Br)=C[C:21]=1[C:22]#[N:23].B1(B2OC(C)(C)C(C)(C)O2)OC(C)(C)C(C)(C)O1.CC([O-])=O.[K+].[CH2:52](Cl)[Cl:53], predict the reaction product. (2) Given the reactants [F:1][C:2]1[CH:3]=[C:4]([NH:8][C:9]2[N:14]=[C:13]([NH:15][CH2:16][CH2:17][CH2:18][O:19][CH3:20])[C:12]([C:21]#[C:22][CH2:23][CH2:24][CH2:25][N:26]3C(=O)C4C(=CC=CC=4)C3=O)=[CH:11][N:10]=2)[CH:5]=[CH:6][CH:7]=1.C(OCC)(=O)C, predict the reaction product. The product is: [NH2:26][CH2:25][CH2:24][CH2:23][C:22]#[C:21][C:12]1[C:13]([NH:15][CH2:16][CH2:17][CH2:18][O:19][CH3:20])=[N:14][C:9]([NH:8][C:4]2[CH:5]=[CH:6][CH:7]=[C:2]([F:1])[CH:3]=2)=[N:10][CH:11]=1. (3) The product is: [CH3:1][NH:4][C:5]1[CH:10]=[CH:9][C:8]([C:11]2[CH:12]=[C:13]3[C:18](=[CH:19][CH:20]=2)[N:17]=[C:16]([O:21][CH2:22][CH2:23][O:24][CH2:25][CH2:26][O:27][CH2:28][CH2:29][OH:30])[CH:15]=[CH:14]3)=[CH:7][CH:6]=1. Given the reactants [CH3:1][O-].[Na+].[NH2:4][C:5]1[CH:10]=[CH:9][C:8]([C:11]2[CH:12]=[C:13]3[C:18](=[CH:19][CH:20]=2)[N:17]=[C:16]([O:21][CH2:22][CH2:23][O:24][CH2:25][CH2:26][O:27][CH2:28][CH2:29][OH:30])[CH:15]=[CH:14]3)=[CH:7][CH:6]=1.C=O.[BH4-].[Na+], predict the reaction product. (4) Given the reactants [NH2:1][C:2]1[CH:7]=[C:6]([C:8](=[O:10])[NH2:9])[N:5]=[C:4]([C:11]2[CH2:12][CH2:13][N:14]([C:17]([O:19][C:20]([CH3:23])([CH3:22])[CH3:21])=[O:18])[CH2:15][CH:16]=2)[CH:3]=1, predict the reaction product. The product is: [NH2:1][C:2]1[CH:7]=[C:6]([C:8](=[O:10])[NH2:9])[N:5]=[C:4]([CH:11]2[CH2:16][CH2:15][N:14]([C:17]([O:19][C:20]([CH3:23])([CH3:22])[CH3:21])=[O:18])[CH2:13][CH2:12]2)[CH:3]=1. (5) Given the reactants [CH3:1][NH:2][C@@H:3]1[CH2:7][CH2:6][N:5]([C:8]2[C:9]3[CH:16]=[CH:15][N:14]([CH2:17][O:18][CH2:19][CH2:20][Si:21]([CH3:24])([CH3:23])[CH3:22])[C:10]=3[N:11]=[CH:12][N:13]=2)[CH2:4]1.Br[C:26]1[CH:27]=[C:28]([CH:31]=[CH:32][CH:33]=1)[C:29]#[N:30].C1C=CC(P(C2C(C3C(P(C4C=CC=CC=4)C4C=CC=CC=4)=CC=C4C=3C=CC=C4)=C3C(C=CC=C3)=CC=2)C2C=CC=CC=2)=CC=1.C(O[Na])(C)(C)C, predict the reaction product. The product is: [CH3:1][N:2]([C@@H:3]1[CH2:7][CH2:6][N:5]([C:8]2[C:9]3[CH:16]=[CH:15][N:14]([CH2:17][O:18][CH2:19][CH2:20][Si:21]([CH3:23])([CH3:22])[CH3:24])[C:10]=3[N:11]=[CH:12][N:13]=2)[CH2:4]1)[C:26]1[CH:27]=[C:28]([CH:31]=[CH:32][CH:33]=1)[C:29]#[N:30].